This data is from Forward reaction prediction with 1.9M reactions from USPTO patents (1976-2016). The task is: Predict the product of the given reaction. (1) Given the reactants [CH:1]1([C:4]2[CH:9]=[C:8]([O:10][CH3:11])[C:7]([F:12])=[CH:6][C:5]=2B2OC(C)(C)C(C)(C)O2)[CH2:3][CH2:2]1.Cl[C:23]1[N:28]=[CH:27][C:26]2[CH:29]=[N:30][N:31]([CH:32]3[CH2:37][CH2:36][CH2:35][CH2:34][O:33]3)[C:25]=2[CH:24]=1, predict the reaction product. The product is: [CH:1]1([C:4]2[CH:9]=[C:8]([O:10][CH3:11])[C:7]([F:12])=[CH:6][C:5]=2[C:23]2[N:28]=[CH:27][C:26]3[CH:29]=[N:30][N:31]([CH:32]4[CH2:37][CH2:36][CH2:35][CH2:34][O:33]4)[C:25]=3[CH:24]=2)[CH2:2][CH2:3]1. (2) Given the reactants [Cl:1][C:2]1[CH:7]=[C:6]([O:8][C:9]2[CH:14]=[CH:13][C:12]([Cl:15])=[CH:11][CH:10]=2)[CH:5]=[CH:4][C:3]=1[C:16]([OH:26])([CH:23]([CH3:25])[CH3:24])[CH2:17][N:18]1[CH:22]=[N:21][CH:20]=[N:19]1.[H-].[Na+].[CH2:29](Br)[C:30]#[CH:31].Cl, predict the reaction product. The product is: [Cl:1][C:2]1[CH:7]=[C:6]([O:8][C:9]2[CH:10]=[CH:11][C:12]([Cl:15])=[CH:13][CH:14]=2)[CH:5]=[CH:4][C:3]=1[C:16]([O:26][CH2:31][C:30]#[CH:29])([CH:23]([CH3:24])[CH3:25])[CH2:17][N:18]1[CH:22]=[N:21][CH:20]=[N:19]1.